Dataset: Full USPTO retrosynthesis dataset with 1.9M reactions from patents (1976-2016). Task: Predict the reactants needed to synthesize the given product. (1) The reactants are: [F:1][C:2]1[CH:7]=[CH:6][CH:5]=[C:4](F)[C:3]=1[N+:9]([O-:11])=[O:10].[CH3:12][O:13][Na].[Na]. Given the product [F:1][C:2]1[CH:7]=[CH:6][CH:5]=[C:4]([O:13][CH3:12])[C:3]=1[N+:9]([O-:11])=[O:10], predict the reactants needed to synthesize it. (2) Given the product [C:1]([N:5]1[CH:9]=[C:8]([NH:10][C:11]2[N:16]=[CH:15][N:14]=[C:13]([C:17]3[CH:18]=[CH:19][C:20]([O:25][C@H:26]4[CH2:31][CH2:30][N:29]([C:35](=[O:36])[C@@H:34]([OH:33])[CH2:38][OH:39])[CH2:28][C@H:27]4[F:32])=[C:21]([CH:24]=3)[C:22]#[N:23])[N:12]=2)[CH:7]=[N:6]1)([CH3:4])([CH3:2])[CH3:3], predict the reactants needed to synthesize it. The reactants are: [C:1]([N:5]1[CH:9]=[C:8]([NH:10][C:11]2[N:16]=[CH:15][N:14]=[C:13]([C:17]3[CH:18]=[CH:19][C:20]([O:25][C@H:26]4[CH2:31][CH2:30][NH:29][CH2:28][C@H:27]4[F:32])=[C:21]([CH:24]=3)[C:22]#[N:23])[N:12]=2)[CH:7]=[N:6]1)([CH3:4])([CH3:3])[CH3:2].[OH:33][C@@H:34]([CH2:38][OH:39])[C:35](O)=[O:36]. (3) Given the product [CH:20]1([CH2:26][CH2:27][CH2:28][CH2:29][CH2:30][O:31][C:32](=[O:33])[NH:10][C@H:9]2[CH2:8][NH:7][C:6]2=[O:5])[CH2:25][CH2:24][CH2:23][CH2:22][CH2:21]1, predict the reactants needed to synthesize it. The reactants are: C([O-])(=O)C.[O:5]=[C:6]1[C@@H:9]([NH3+:10])[CH2:8][NH:7]1.CCN(C(C)C)C(C)C.[CH:20]1([CH2:26][CH2:27][CH2:28][CH2:29][CH2:30][O:31][C:32](N2C=CC=CC2=O)=[O:33])[CH2:25][CH2:24][CH2:23][CH2:22][CH2:21]1. (4) Given the product [Cl:11][C:12]1[CH:20]=[CH:19][C:15]([C:16]([C:8]2[C:4]([CH:1]3[CH2:3][CH2:2]3)=[N:5][N:6]([CH3:10])[C:7]=2[OH:9])=[O:17])=[C:14]([CH3:21])[C:13]=1[S:22][CH2:23][CH:24]1[CH2:26][CH2:25]1, predict the reactants needed to synthesize it. The reactants are: [CH:1]1([C:4]2[CH:8]=[C:7]([OH:9])[N:6]([CH3:10])[N:5]=2)[CH2:3][CH2:2]1.[Cl:11][C:12]1[CH:20]=[CH:19][C:15]([C:16](O)=[O:17])=[C:14]([CH3:21])[C:13]=1[S:22][CH2:23][CH:24]1[CH2:26][CH2:25]1.Cl.CN(C)CCCN=C=NCC.Cl.C(N(CC)CC)C.[C-]#N.[K+]. (5) Given the product [C:39]([O:22][C:20]1([C@@H:23]2[CH2:28][CH2:27][CH2:26][CH2:25][NH:24]2)[CH2:21][N:18]([C:16]([C:15]2[CH:14]=[CH:13][N+:12]([O-:36])=[CH:11][C:10]=2[NH:9][C:3]2[CH:4]=[CH:5][C:6]([I:8])=[CH:7][C:2]=2[F:1])=[O:17])[CH2:19]1)(=[O:38])[CH3:40], predict the reactants needed to synthesize it. The reactants are: [F:1][C:2]1[CH:7]=[C:6]([I:8])[CH:5]=[CH:4][C:3]=1[NH:9][C:10]1[CH:11]=[N+:12]([O-:36])[CH:13]=[CH:14][C:15]=1[C:16]([N:18]1[CH2:21][C:20]([C@@H:23]2[CH2:28][CH2:27][CH2:26][CH2:25][N:24]2C(OC(C)(C)C)=O)([OH:22])[CH2:19]1)=[O:17].Cl.[O:38]1CCO[CH2:40][CH2:39]1.